From a dataset of Experimentally validated miRNA-target interactions with 360,000+ pairs, plus equal number of negative samples. Binary Classification. Given a miRNA mature sequence and a target amino acid sequence, predict their likelihood of interaction. (1) The miRNA is hsa-miR-4728-5p with sequence UGGGAGGGGAGAGGCAGCAAGCA. The protein sequence of the target gene is MAGDSRNAMNQDMEIGVTSQDHKKIPKQARDYIPIATDRTRLLTEGKKPRQRYMEKTGKCNVHHGNVQETYRYLSDLFTTLVDLKWRFNLLVFTMVYTITWLFFGFIWWLIAYVRGDLDHVGDQEWIPCVENLSGFVSAFLFSIETETTIGYGFRVITEKCPEGIILLLVQAILGSIVNAFMVGCMFVKISQPKKRAETLMFSNNAVISMRDEKLCLMFRVGDLRNSHIVEASIRAKLIKSRQTKEGEFIPLNQTDINVGFDTGDDRLFLVSPLIISHEINEKSPFWEMSRAQLEQEEFE.... Result: 0 (no interaction). (2) The miRNA is mmu-miR-15a-5p with sequence UAGCAGCACAUAAUGGUUUGUG. The protein sequence of the target gene is MQWRGAGLWWPRRRQQQQQQQPPPPAFGPPAAAMVPPSRGVSPGLGGRPTSALLFLCYLNFVPSLGRQTSLTTSVLPRTEQSTTYADFIYFTAFEGSVRNVSEVSVEYLCSQPCVVHLEAVVSSEFRSSIPVYKKRWRNEKHLHTSRTQTVHVKFPSIMVYRDDYLIRHPISVSTVILRAWITHWHSGGGLNVRGEENLLHAVAKNYTLLQTVPPFERPFKDHQVCLEWNMDYLWSLWANRIPQCPLESDAVALLSFPYASSGENTGIVKKLQNFQNRELEATRSQRVDYPMVTISLWLY.... Result: 1 (interaction). (3) The miRNA is hsa-miR-6760-5p with sequence CAGGGAGAAGGUGGAAGUGCAGA. The protein sequence of the target gene is MRSSKSKEVPLPNPRNSQSKDTVQADITTSWDALSQTKAALRHIENKLEVAPTSTAVCDSVMDTKKSSTSATRKISRKDGRYLDDSWVNAPISKSTKSRKEKSRSPLRATTLESNVKKNNRVEFREPLVSYREIHGAPSNFSSSHLESKHVYCVDVNEEKTESGNWMIGSREERNIRSCDFESSQSSVINDTVVRFLNDRPAIDALQNSECLIRMGASMRTEEEMPNRTKGSENNLKLSVNNMAHDTDPKALRLTDSSPSSTSTSNSQRLDILKRRQHDVKLEKLKERIRKQWEHSEETN.... Result: 0 (no interaction).